This data is from Catalyst prediction with 721,799 reactions and 888 catalyst types from USPTO. The task is: Predict which catalyst facilitates the given reaction. (1) Reactant: [F:1][C:2]1[NH:7]/[C:6](=[N:8]\[NH:9][C:10]([CH:12]([CH2:22][CH:23]([CH3:25])[CH3:24])[CH2:13][NH:14][C:15](=[O:21])[O:16][C:17]([CH3:20])([CH3:19])[CH3:18])=O)/[CH:5]=[C:4]([C:26]2[CH:31]=[CH:30][N:29]=[C:28]([NH:32][C:33]3[N:34]([CH3:38])[N:35]=[CH:36][CH:37]=3)[N:27]=2)[CH:3]=1.CCN(C(C)C)C(C)C.C1C=CC(P(C2C=CC=CC=2)C2C=CC=CC=2)=CC=1.BrBr. Product: [F:1][C:2]1[N:7]2[C:10]([CH:12]([CH2:22][CH:23]([CH3:25])[CH3:24])[CH2:13][NH:14][C:15](=[O:21])[O:16][C:17]([CH3:20])([CH3:19])[CH3:18])=[N:9][N:8]=[C:6]2[CH:5]=[C:4]([C:26]2[CH:31]=[CH:30][N:29]=[C:28]([NH:32][C:33]3[N:34]([CH3:38])[N:35]=[CH:36][CH:37]=3)[N:27]=2)[CH:3]=1. The catalyst class is: 144. (2) Reactant: Br[C:2]1[CH:7]=[CH:6][CH:5]=[CH:4][C:3]=1[S:8]([NH:11][C:12]([CH3:16])([CH3:15])[CH2:13][CH3:14])(=[O:10])=[O:9].[CH2:17]([Sn](CCCC)(CCCC)CCCC)[CH:18]=[CH2:19]. Product: [CH3:15][C:12]([NH:11][S:8]([C:3]1[CH:4]=[CH:5][CH:6]=[CH:7][C:2]=1[CH2:19][CH:18]=[CH2:17])(=[O:10])=[O:9])([CH3:16])[CH2:13][CH3:14]. The catalyst class is: 427. (3) Reactant: [CH2:1]([O:3][C:4](=[O:24])[CH2:5][N:6]1[C:14]2[N:13]=[CH:12][N:11]([CH2:15][C:16]3[CH:21]=[CH:20][CH:19]=[CH:18][CH:17]=3)[C:10]=2[C:9](=[O:22])[NH:8][C:7]1=[O:23])[CH3:2].C(=O)([O-])[O-].[K+].[K+].Br[CH2:32][CH2:33][C:34]1[CH:39]=[CH:38][CH:37]=[CH:36][CH:35]=1.CN(C)C=O. Product: [CH2:1]([O:3][C:4](=[O:24])[CH2:5][N:6]1[C:14]2[N:13]=[CH:12][N:11]([CH2:15][C:16]3[CH:21]=[CH:20][CH:19]=[CH:18][CH:17]=3)[C:10]=2[C:9](=[O:22])[N:8]([CH2:32][CH2:33][C:34]2[CH:39]=[CH:38][CH:37]=[CH:36][CH:35]=2)[C:7]1=[O:23])[CH3:2]. The catalyst class is: 84. (4) Reactant: [NH2:1][C:2](=[O:20])[C@@H:3]([NH:12][C:13](=[O:19])[O:14][C:15]([CH3:18])([CH3:17])[CH3:16])[CH2:4][C:5]1[CH:10]=[CH:9][C:8](I)=[CH:7][CH:6]=1.[C:21]([C:23]1[CH:28]=[CH:27][C:26](B(O)O)=[CH:25][CH:24]=1)#[N:22].C(=O)([O-])[O-].[K+].[K+]. Product: [NH2:1][C:2](=[O:20])[C@@H:3]([NH:12][C:13](=[O:19])[O:14][C:15]([CH3:18])([CH3:17])[CH3:16])[CH2:4][C:5]1[CH:10]=[CH:9][C:8]([C:26]2[CH:27]=[CH:28][C:23]([C:21]#[N:22])=[CH:24][CH:25]=2)=[CH:7][CH:6]=1. The catalyst class is: 12. (5) Product: [Cl:41][C:42]1[CH:43]=[CH:44][C:45]([S:48]([NH:51][C:26](=[O:28])/[CH:25]=[CH:24]/[C:14]2[CH:15]=[CH:16][C:17]([O:19][CH2:20][CH2:21][O:22][CH3:23])=[CH:18][C:13]=2[O:12][C:3]2[C:2]([Cl:1])=[CH:7][C:6]([C:8]([F:11])([F:10])[F:9])=[CH:5][N:4]=2)(=[O:49])=[O:50])=[CH:46][CH:47]=1. Reactant: [Cl:1][C:2]1[C:3]([O:12][C:13]2[CH:18]=[C:17]([O:19][CH2:20][CH2:21][O:22][CH3:23])[CH:16]=[CH:15][C:14]=2/[CH:24]=[CH:25]/[C:26]([OH:28])=O)=[N:4][CH:5]=[C:6]([C:8]([F:11])([F:10])[F:9])[CH:7]=1.Cl.C(N=C=NCCCN(C)C)C.[Cl:41][C:42]1[CH:47]=[CH:46][C:45]([S:48]([NH2:51])(=[O:50])=[O:49])=[CH:44][CH:43]=1.Cl. The catalyst class is: 766. (6) Reactant: [NH2:1][C@H:2]([C:27]1[CH:32]=[CH:31][CH:30]=[CH:29][CH:28]=1)[CH2:3][CH2:4][NH:5][C:6]1[N:11]([CH3:12])[C:10](=[O:13])[C:9]([C:14]2[CH:19]=[CH:18][C:17]([F:20])=[CH:16][CH:15]=2)=[C:8]([C:21]2[CH:26]=[CH:25][N:24]=[CH:23][CH:22]=2)[N:7]=1.[C:33](OC(=O)C)(=[O:35])[CH3:34]. Product: [C:33]([NH:1][C@H:2]([C:27]1[CH:32]=[CH:31][CH:30]=[CH:29][CH:28]=1)[CH2:3][CH2:4][NH:5][C:6]1[N:11]([CH3:12])[C:10](=[O:13])[C:9]([C:14]2[CH:15]=[CH:16][C:17]([F:20])=[CH:18][CH:19]=2)=[C:8]([C:21]2[CH:26]=[CH:25][N:24]=[CH:23][CH:22]=2)[N:7]=1)(=[O:35])[CH3:34]. The catalyst class is: 5. (7) Reactant: [C:1]1([C@H:7]2[C@@H:11]([C:12]3[CH:17]=[CH:16][CH:15]=[CH:14][CH:13]=3)[NH:10][C:9](=[S:18])[NH:8]2)[CH:6]=[CH:5][CH:4]=[CH:3][CH:2]=1.[Cl:19][C:20]1[CH:27]=[C:26]([F:28])[CH:25]=[CH:24][C:21]=1[CH2:22]Cl. Product: [ClH:19].[Cl:19][C:20]1[CH:27]=[C:26]([F:28])[CH:25]=[CH:24][C:21]=1[CH2:22][S:18][C:9]1[NH:8][C@H:7]([C:1]2[CH:2]=[CH:3][CH:4]=[CH:5][CH:6]=2)[C@H:11]([C:12]2[CH:13]=[CH:14][CH:15]=[CH:16][CH:17]=2)[N:10]=1. The catalyst class is: 14. (8) Reactant: [CH3:1][O:2][C:3]([C:5]1[CH:10]=[CH:9][C:8]([OH:11])=[CH:7][N:6]=1)=[O:4].C(=O)([O-])[O-].[K+].[K+].[F:18][C:19]([F:32])([CH:29]([F:31])[F:30])[CH2:20]OS(C(F)(F)F)(=O)=O. Product: [CH3:1][O:2][C:3]([C:5]1[CH:10]=[CH:9][C:8]([O:11][CH2:20][C:19]([F:32])([F:18])[CH:29]([F:31])[F:30])=[CH:7][N:6]=1)=[O:4]. The catalyst class is: 883.